This data is from Forward reaction prediction with 1.9M reactions from USPTO patents (1976-2016). The task is: Predict the product of the given reaction. (1) The product is: [O:43]([C:40]1[CH:41]=[CH:42][C:37]([S:34]([N:33]2[CH2:30][CH2:29]2)(=[O:36])=[O:35])=[CH:38][CH:39]=1)[C:44]1[CH:49]=[CH:48][CH:47]=[CH:46][CH:45]=1. Given the reactants C1C=CC(P(C2C=CC=CC=2)C2C=CC=CC=2)=CC=1.C(N1C[C@@H:30](O)[C@H:29]([NH:33][S:34]([C:37]2[CH:42]=[CH:41][C:40]([O:43][C:44]3[CH:49]=[CH:48][CH:47]=[CH:46][CH:45]=3)=[CH:39][CH:38]=2)(=[O:36])=[O:35])C1)(OC(C)(C)C)=O.N(C(OCC)=O)=NC(OCC)=O, predict the reaction product. (2) Given the reactants [O:1]1[CH:5]=[CH:4][CH:3]=[C:2]1[C:6]1[C:7]2[CH:24]=[CH:23][CH:22]=[N:21][C:8]=2[N:9]=[C:10]([NH:19][CH3:20])[CH:11]([C:13]2[S:14][CH:15]=[C:16](I)[CH:17]=2)[N:12]=1.[CH3:25][N:26]([CH3:30])[CH2:27][C:28]#[CH:29], predict the reaction product. The product is: [CH3:25][N:26]([CH3:30])[CH2:27][C:28]#[C:29][C:16]1[CH:17]=[C:13]([CH:11]2[C:10]([NH:19][CH3:20])=[N:9][C:8]3[N:21]=[CH:22][CH:23]=[CH:24][C:7]=3[C:6]([C:2]3[O:1][CH:5]=[CH:4][CH:3]=3)=[N:12]2)[S:14][CH:15]=1. (3) Given the reactants COC(OC)C1C=CC(C2C(C3C=CC(F)=CC=3)[C:18](=O)[C:17]3[C:16]([C:28]([O:30]C)=O)=[CH:15][CH:14]=[CH:13][C:12]=3[NH:11]2)=CC=1.CO[CH:36]([O:66]C)[C:37]1[CH:42]=[CH:41][C:40]([CH:43]2[CH:52]([C:53]3[CH:58]=[CH:57][C:56]([F:59])=[CH:55][CH:54]=3)[C:51](=O)[C:50]3[C:49]([C:61]([O:63]CC)=O)=[CH:48][CH:47]=[CH:46][C:45]=3[NH:44]2)=[CH:39][CH:38]=1.FC1[CH:74]=[CH:73][C:72]([CH:75]2[CH:84]([C:85]3[CH:90]=[CH:89][C:88]([F:91])=[CH:87][CH:86]=3)C(=O)C3C(C(OC)=O)=CC=CC=3N2)=[CH:71]C=1.O.[NH2:98][NH2:99].F[C:101]([F:106])(F)[C:102](O)=O.C(=O)([O-])[O-].[K+].[K+], predict the reaction product. The product is: [F:59][C:56]1[CH:57]=[CH:58][C:53]([CH:52]2[C:51]3=[N:98][NH:99][C:61](=[O:63])[C:49]4[CH:48]=[CH:47][CH:46]=[C:45]([C:50]=43)[NH:44][CH:43]2[C:40]2[CH:41]=[CH:42][C:37]([CH:36]=[O:66])=[CH:38][CH:39]=2)=[CH:54][CH:55]=1.[F:91][C:88]1[CH:89]=[CH:90][C:85]([CH:84]2[NH:11][C:12]3[C:17]4[C:18](=[N:98][NH:99][C:28](=[O:30])[C:16]=4[CH:15]=[CH:14][CH:13]=3)[CH:75]2[C:72]2[CH:73]=[CH:74][C:101]([F:106])=[CH:102][CH:71]=2)=[CH:86][CH:87]=1. (4) Given the reactants [Si:1]([O:8][CH:9]1[CH2:12][N:11](C(OC(C)(C)C)=O)[CH2:10]1)([C:4]([CH3:7])([CH3:6])[CH3:5])([CH3:3])[CH3:2].C(O)(C(F)(F)F)=O, predict the reaction product. The product is: [Si:1]([O:8][CH:9]1[CH2:12][NH:11][CH2:10]1)([C:4]([CH3:7])([CH3:6])[CH3:5])([CH3:3])[CH3:2]. (5) Given the reactants [CH2:1]1[O:32][C:31]2[CH:30]=[CH:29][C:5]([CH2:6][O:7][C:8](=[O:28])[C@H:9]([NH:13][S:14]([C:17]3[C:22]([CH3:23])=[CH:21][C:20]([O:24][CH3:25])=[C:19]([CH3:26])[C:18]=3[CH3:27])(=[O:16])=[O:15])[C@@H:10]([OH:12])[CH3:11])=[CH:4][C:3]=2[O:2]1.N1C=CN=C1.[CH2:38]([Si:40](Cl)([CH2:43][CH3:44])[CH2:41][CH3:42])[CH3:39], predict the reaction product. The product is: [CH2:1]1[O:32][C:31]2[CH:30]=[CH:29][C:5]([CH2:6][O:7][C:8](=[O:28])[C@H:9]([NH:13][S:14]([C:17]3[C:22]([CH3:23])=[CH:21][C:20]([O:24][CH3:25])=[C:19]([CH3:26])[C:18]=3[CH3:27])(=[O:16])=[O:15])[C@@H:10]([O:12][Si:40]([CH2:43][CH3:44])([CH2:41][CH3:42])[CH2:38][CH3:39])[CH3:11])=[CH:4][C:3]=2[O:2]1.